Dataset: Forward reaction prediction with 1.9M reactions from USPTO patents (1976-2016). Task: Predict the product of the given reaction. (1) Given the reactants [N-:1]=[N+:2]=[N-:3].[Na+].Br[CH2:6][CH2:7][CH2:8][CH2:9][CH2:10][CH2:11][CH2:12][OH:13], predict the reaction product. The product is: [N:1]([CH2:6][CH2:7][CH2:8][CH2:9][CH2:10][CH2:11][CH2:12][OH:13])=[N+:2]=[N-:3]. (2) Given the reactants [F:1][C:2]1[CH:7]=[CH:6][C:5]([C@H:8]([CH2:18][C:19]([N:21]2[CH2:26][CH2:25][O:24][CH2:23][CH2:22]2)=[O:20])[C:9]([NH:11][C@H:12]([CH2:16][OH:17])[CH:13]([CH3:15])[CH3:14])=[O:10])=[CH:4][CH:3]=1.CC(OI1(OC(C)=O)(OC(C)=O)OC(=O)C2C=CC=CC1=2)=O, predict the reaction product. The product is: [F:1][C:2]1[CH:7]=[CH:6][C:5]([C@H:8]([CH2:18][C:19]([N:21]2[CH2:26][CH2:25][O:24][CH2:23][CH2:22]2)=[O:20])[C:9]([NH:11][C@H:12]([CH:16]=[O:17])[CH:13]([CH3:14])[CH3:15])=[O:10])=[CH:4][CH:3]=1. (3) Given the reactants [NH2:1][C:2]1[CH:3]=[C:4]([C:14]2[CH:15]=[CH:16][C:17](=[O:23])[N:18]([CH:20]([CH3:22])[CH3:21])[N:19]=2)[C:5]([C:8]2[CH:13]=[CH:12][CH:11]=[CH:10][CH:9]=2)=[N:6][CH:7]=1.CO[CH:26]1[CH2:30][CH2:29][CH:28](OC)O1.CC(O)=O.C([O-])(O)=O.[Na+], predict the reaction product. The product is: [CH:20]([N:18]1[C:17](=[O:23])[CH:16]=[CH:15][C:14]([C:4]2[C:5]([C:8]3[CH:9]=[CH:10][CH:11]=[CH:12][CH:13]=3)=[N:6][CH:7]=[C:2]([N:1]3[CH:26]=[CH:30][CH:29]=[CH:28]3)[CH:3]=2)=[N:19]1)([CH3:21])[CH3:22]. (4) Given the reactants [C:1]1([C:13](=[O:18])[CH2:14][C:15]([NH2:17])=[O:16])[C:11]2=[C:12]3[C:7](=[CH:8][CH:9]=[CH:10]2)[CH2:6][CH2:5][CH2:4][N:3]3[CH:2]=1.C[O:20][C:21](=O)[C:22]([C:24]1[C:32]2[C:27](=[CH:28][CH:29]=[CH:30][CH:31]=2)[NH:26][CH:25]=1)=O.CC(C)([O-])C.[K+].Cl, predict the reaction product. The product is: [C:1]1([C:13]([C:14]2[C:15](=[O:16])[NH:17][C:21](=[O:20])[C:22]=2[C:24]2[C:32]3[C:27](=[CH:28][CH:29]=[CH:30][CH:31]=3)[NH:26][CH:25]=2)=[O:18])[C:11]2=[C:12]3[C:7](=[CH:8][CH:9]=[CH:10]2)[CH2:6][CH2:5][CH2:4][N:3]3[CH:2]=1. (5) Given the reactants Cl[C:2]1[CH:7]=[CH:6][C:5]([C:8]2[O:9][C:10]([C:13]3[C:14]([C:19]4[CH:24]=[CH:23][CH:22]=[CH:21][CH:20]=4)=[N:15][O:16][C:17]=3[CH3:18])=[N:11][N:12]=2)=[CH:4][N:3]=1.[OH:25][CH:26]1[CH2:31][CH2:30][NH:29][CH2:28][CH2:27]1, predict the reaction product. The product is: [CH3:18][C:17]1[O:16][N:15]=[C:14]([C:19]2[CH:24]=[CH:23][CH:22]=[CH:21][CH:20]=2)[C:13]=1[C:10]1[O:9][C:8]([C:5]2[CH:6]=[CH:7][C:2]([N:29]3[CH2:30][CH2:31][CH:26]([OH:25])[CH2:27][CH2:28]3)=[N:3][CH:4]=2)=[N:12][N:11]=1. (6) Given the reactants [C:1]([O:5][CH3:6])(=[O:4])[CH:2]=[CH2:3].[CH3:7][C:8]1[CH:13]=[CH:12][CH:11]=[CH:10][C:9]=1P([C:9]1[CH:10]=[CH:11][CH:12]=[CH:13][C:8]=1[CH3:7])[C:9]1[CH:10]=[CH:11][CH:12]=[CH:13][C:8]=1[CH3:7].C([N:31](CC)CC)C.C[N:37]([CH3:40])C=O, predict the reaction product. The product is: [CH3:7][C:8]1[C:9]2[C:40](=[CH:13][C:12](/[CH:3]=[CH:2]/[C:1]([O:5][CH3:6])=[O:4])=[CH:11][CH:10]=2)[NH:37][N:31]=1.